Dataset: Reaction yield outcomes from USPTO patents with 853,638 reactions. Task: Predict the reaction yield, written as a fraction of the theoretical maximum amount of product (1.0 means a 100% yield; for example, 0.34 means a 34% yield). (1) The reactants are Br[C:2]1[S:3][C:4]([C:8]2[N:12]=[CH:11][N:10]([CH2:13][O:14][CH2:15][CH2:16][Si:17]([CH3:20])([CH3:19])[CH3:18])[N:9]=2)=[C:5]([Br:7])[N:6]=1.[Cl-].[Li+].O1CCOCC1.[CH2:29]([Sn](CCCC)(CCCC)C#CC)[CH2:30][CH2:31]C. The catalyst is C(Cl)Cl.[Cu]I.C1C=CC([P]([Pd]([P](C2C=CC=CC=2)(C2C=CC=CC=2)C2C=CC=CC=2)([P](C2C=CC=CC=2)(C2C=CC=CC=2)C2C=CC=CC=2)[P](C2C=CC=CC=2)(C2C=CC=CC=2)C2C=CC=CC=2)(C2C=CC=CC=2)C2C=CC=CC=2)=CC=1. The product is [Br:7][C:5]1[N:6]=[C:2]([C:29]#[C:30][CH3:31])[S:3][C:4]=1[C:8]1[N:12]=[CH:11][N:10]([CH2:13][O:14][CH2:15][CH2:16][Si:17]([CH3:20])([CH3:19])[CH3:18])[N:9]=1. The yield is 0.760. (2) The reactants are [F:1][C:2]([F:11])([C:5]1[CH:10]=[CH:9][CH:8]=[CH:7][CH:6]=1)[CH2:3][OH:4].[Br:12][CH2:13][CH2:14][CH2:15][CH2:16][CH2:17][CH2:18]OCC(F)(F)CCC1C=CC=CC=1. No catalyst specified. The product is [Br:12][CH2:13][CH2:14][CH2:15][CH2:16][CH2:17][CH2:18][O:4][CH2:3][C:2]([C:5]1[CH:6]=[CH:7][CH:8]=[CH:9][CH:10]=1)([F:11])[F:1]. The yield is 0.780. (3) The reactants are [F:1][C:2]1[CH:21]=[CH:20][C:5]([CH2:6][NH:7][C:8]([C:10]2[CH:15]=[C:14]([CH:16]=[N:17][OH:18])[N:13]=[C:12]([CH3:19])[N:11]=2)=[O:9])=[CH:4][C:3]=1[O:22][CH3:23].[CH3:24][C:25]1[CH:30]=[CH:29][C:28]([S:31]([O:34][CH2:35][C@@H:36]2[CH2:41][O:40][C@@H:39]([CH:42]=[CH2:43])[CH2:38][O:37]2)(=[O:33])=[O:32])=[CH:27][CH:26]=1.C(O)(=O)C.C(O)(=O)C.IC1C=CC=CC=1. The catalyst is C(Cl)(Cl)Cl. The product is [CH3:24][C:25]1[CH:30]=[CH:29][C:28]([S:31]([O:34][CH2:35][C@@H:36]2[CH2:41][O:40][C@@H:39]([C@H:42]3[O:18][N:17]=[C:16]([C:14]4[CH:15]=[C:10]([C:8](=[O:9])[NH:7][CH2:6][C:5]5[CH:20]=[CH:21][C:2]([F:1])=[C:3]([O:22][CH3:23])[CH:4]=5)[N:11]=[C:12]([CH3:19])[N:13]=4)[CH2:43]3)[CH2:38][O:37]2)(=[O:32])=[O:33])=[CH:27][CH:26]=1. The yield is 0.240. (4) The reactants are [SH:1][C:2]1[NH:6][C:5]2[CH:7]=[C:8]([C:11]([F:14])([F:13])[F:12])[CH:9]=[CH:10][C:4]=2[N:3]=1.[H-].[Na+].[N+]([C:20]1[O:24][C:23]([CH:25]=[O:26])=[CH:22][CH:21]=1)([O-])=O. The catalyst is O1CCCC1. The product is [F:12][C:11]([F:14])([F:13])[C:8]1[CH:9]=[CH:10][C:4]2[N:3]=[C:2]([S:1][C:20]3[O:24][C:23]([CH:25]=[O:26])=[CH:22][CH:21]=3)[NH:6][C:5]=2[CH:7]=1. The yield is 0.770. (5) The catalyst is CN(C=O)C. The product is [CH3:14][O:13][C:10]1[CH:11]=[C:12]2[C:7]([CH:6]=[CH:5][CH:4]=[N:3]2)=[CH:8][CH:9]=1. The reactants are [H-].[Na+].[N:3]1[C:12]2[C:7](=[CH:8][CH:9]=[C:10]([OH:13])[CH:11]=2)[CH:6]=[CH:5][CH:4]=1.[CH3:14]I. The yield is 0.990. (6) The reactants are Cl[C:2]1[C:11]2[C:6](=[CH:7][C:8]([O:14][CH3:15])=[C:9]([O:12][CH3:13])[CH:10]=2)[N:5]=[CH:4][CH:3]=1.[CH3:16][C:17]1[C:22]([OH:23])=[CH:21][CH:20]=[CH:19][N:18]=1. The catalyst is CN(C)C1C=CN=CC=1.ClC1C=CC=CC=1Cl. The product is [CH3:13][O:12][C:9]1[CH:10]=[C:11]2[C:6](=[CH:7][C:8]=1[O:14][CH3:15])[N:5]=[CH:4][CH:3]=[C:2]2[O:23][C:22]1[C:17]([CH3:16])=[N:18][CH:19]=[CH:20][CH:21]=1. The yield is 1.00. (7) The product is [CH3:44][C:45]1([CH3:86])[N:49]([CH2:50][CH2:51][CH2:52][CH2:53][CH2:54][CH2:55][CH2:56][CH2:57][CH2:58][CH2:59][S:60]([CH2:61][CH2:62][CH2:63][C:64]([F:69])([F:70])[C:65]([F:68])([F:67])[F:66])=[O:17])[C:48](=[O:71])[N:47]([C:72]2[CH:77]=[CH:76][C:75]([N+:78]([O-:80])=[O:79])=[C:74]([C:81]([F:83])([F:84])[F:82])[CH:73]=2)[C:46]1=[O:85]. No catalyst specified. The reactants are CC1(C)N(CCCCCCCCCS(CCCC(F)(F)C(F)(F)F)=[O:17])C(=O)N(C2C=CC([N+]([O-])=O)=C(C(F)(F)F)C=2)C1=O.[CH3:44][C:45]1([CH3:86])[N:49]([CH2:50][CH2:51][CH2:52][CH2:53][CH2:54][CH2:55][CH2:56][CH2:57][CH2:58][CH2:59][S:60][CH2:61][CH2:62][CH2:63][C:64]([F:70])([F:69])[C:65]([F:68])([F:67])[F:66])[C:48](=[O:71])[N:47]([C:72]2[CH:77]=[CH:76][C:75]([N+:78]([O-:80])=[O:79])=[C:74]([C:81]([F:84])([F:83])[F:82])[CH:73]=2)[C:46]1=[O:85]. The yield is 0.740. (8) The reactants are [Br:1][C:2]1[CH:22]=[CH:21][C:5]2[N:6]=[C:7]([NH:9][C:10]([NH:12][CH2:13][CH2:14][CH2:15][C:16]([O:18]CC)=O)=[O:11])[S:8][C:4]=2[CH:3]=1.[CH3:23][N:24]1[CH2:29][CH2:28][NH:27][CH2:26][CH2:25]1. The catalyst is C1COCC1. The product is [Br:1][C:2]1[CH:22]=[CH:21][C:5]2[N:6]=[C:7]([NH:9][C:10]([NH:12][CH2:13][CH2:14][CH2:15][C:16]([N:27]3[CH2:28][CH2:29][N:24]([CH3:23])[CH2:25][CH2:26]3)=[O:18])=[O:11])[S:8][C:4]=2[CH:3]=1. The yield is 0.530. (9) The reactants are I[C:2]1[CH:3]=[C:4]2[C:9](=[CH:10][CH:11]=1)[NH:8][CH:7]([C:12]([F:15])([F:14])[F:13])[C:6]([C:16]([O:18][CH2:19][CH3:20])=[O:17])=[CH:5]2.[CH3:21][Si:22]([C:25]#[CH:26])([CH3:24])[CH3:23].C(N(CC)CC)C.C(OCC)(=O)C. The catalyst is C(#N)C.Cl[Pd](Cl)([P](C1C=CC=CC=1)(C1C=CC=CC=1)C1C=CC=CC=1)[P](C1C=CC=CC=1)(C1C=CC=CC=1)C1C=CC=CC=1.[Cu]I. The product is [CH3:21][Si:22]([C:25]#[C:26][C:2]1[CH:3]=[C:4]2[C:9](=[CH:10][CH:11]=1)[NH:8][CH:7]([C:12]([F:15])([F:14])[F:13])[C:6]([C:16]([O:18][CH2:19][CH3:20])=[O:17])=[CH:5]2)([CH3:24])[CH3:23]. The yield is 0.380.